Dataset: Reaction yield outcomes from USPTO patents with 853,638 reactions. Task: Predict the reaction yield, written as a fraction of the theoretical maximum amount of product (1.0 means a 100% yield; for example, 0.34 means a 34% yield). (1) The yield is 0.977. The reactants are C(OC([N:8]1[CH2:13][CH2:12][N:11]([C:14]2[CH:15]=[N:16][C:17]([NH:20][C:21]3[N:22]=[CH:23][C:24]4[CH:30]=[C:29]([CH2:31][CH2:32][O:33][CH2:34][CH3:35])[C:28](=[O:36])[N:27]([CH:37]5[CH2:41][CH2:40][CH2:39][CH2:38]5)[C:25]=4[N:26]=3)=[CH:18][CH:19]=2)[CH2:10][CH2:9]1)=O)(C)(C)C.[ClH:42]. The catalyst is ClCCl.C(OCC)C. The product is [ClH:42].[CH:37]1([N:27]2[C:25]3[N:26]=[C:21]([NH:20][C:17]4[CH:18]=[CH:19][C:14]([N:11]5[CH2:10][CH2:9][NH:8][CH2:13][CH2:12]5)=[CH:15][N:16]=4)[N:22]=[CH:23][C:24]=3[CH:30]=[C:29]([CH2:31][CH2:32][O:33][CH2:34][CH3:35])[C:28]2=[O:36])[CH2:38][CH2:39][CH2:40][CH2:41]1. (2) The reactants are [H-].[Na+].[CH2:3]([N:5]1[CH2:10][CH2:9][CH:8]([OH:11])[CH2:7][CH2:6]1)[CH3:4].Cl[C:13]1[CH:18]=[CH:17][N:16]=[CH:15][C:14]=1[C:19]1[N:27]=[CH:26][C:25]2[NH:24][C:23]3[N:28]=[CH:29][C:30]([C:32]4[CH:33]=[N:34][N:35]([CH3:37])[CH:36]=4)=[CH:31][C:22]=3[C:21]=2[CH:20]=1. The catalyst is CN(C=O)C. The product is [CH2:3]([N:5]1[CH2:10][CH2:9][CH:8]([O:11][C:13]2[CH:18]=[CH:17][N:16]=[CH:15][C:14]=2[C:19]2[N:27]=[CH:26][C:25]3[NH:24][C:23]4[N:28]=[CH:29][C:30]([C:32]5[CH:33]=[N:34][N:35]([CH3:37])[CH:36]=5)=[CH:31][C:22]=4[C:21]=3[CH:20]=2)[CH2:7][CH2:6]1)[CH3:4]. The yield is 0.130. (3) The reactants are [CH3:1][O:2][C:3](=[O:13])[C:4]1[CH:12]=[CH:11][C:7]([C:8]([OH:10])=O)=[CH:6][CH:5]=1.O=S(Cl)Cl.[Cl:18][C:19]1[C:24]([NH2:25])=[CH:23][CH:22]=[CH:21][N:20]=1.C(N(CC)CC)C. The catalyst is CN(C=O)C.C1COCC1. The product is [Cl:18][C:19]1[C:24]([NH:25][C:8]([C:7]2[CH:6]=[CH:5][C:4]([C:3]([O:2][CH3:1])=[O:13])=[CH:12][CH:11]=2)=[O:10])=[CH:23][CH:22]=[CH:21][N:20]=1. The yield is 0.610.